From a dataset of Forward reaction prediction with 1.9M reactions from USPTO patents (1976-2016). Predict the product of the given reaction. Given the reactants [C:1]([O:10]N1C(=O)CCC1=O)([O:3][CH2:4][CH2:5][Si:6]([CH3:9])([CH3:8])[CH3:7])=O.[Si:18]([O:25][CH:26]1[CH2:31][CH2:30][CH:29]([CH2:32][C@H:33]([NH:37][C:38](=[O:44])[O:39][C:40]([CH3:43])([CH3:42])[CH3:41])[CH2:34][NH:35][CH3:36])[CH2:28][CH2:27]1)([C:21]([CH3:24])([CH3:23])[CH3:22])([CH3:20])[CH3:19].C([O-])([O-])=O.[K+].[K+], predict the reaction product. The product is: [Si:18]([O:25][CH:26]1[CH2:27][CH2:28][CH:29]([CH2:32][C@H:33]([NH:37][C:38](=[O:44])[O:39][C:40]([CH3:43])([CH3:42])[CH3:41])[CH2:34][N:35]([CH3:36])[C:1]([O:3][CH2:4][CH2:5][Si:6]([CH3:7])([CH3:8])[CH3:9])=[O:10])[CH2:30][CH2:31]1)([C:21]([CH3:23])([CH3:24])[CH3:22])([CH3:20])[CH3:19].